From a dataset of Orexin1 receptor HTS with 218,158 compounds and 233 confirmed actives. Binary Classification. Given a drug SMILES string, predict its activity (active/inactive) in a high-throughput screening assay against a specified biological target. (1) The compound is S(Cc1noc(c1C(O)=O)C(=O)NC(C)C)c1cc(ccc1)C. The result is 0 (inactive). (2) The compound is S(=O)(=O)(N1CCC(CC1)C(=O)NCCc1cc(OC)c(OC)cc1)c1cc2c(c3CCCCc3nc2cc1)C(O)=O. The result is 0 (inactive). (3) The compound is Clc1ccc(C2(CC(OCC2)(C)C)CC(O)=O)cc1. The result is 0 (inactive). (4) The drug is Brc1cc(C(=O)Nc2c(OC)cccc2)coc1=O. The result is 0 (inactive). (5) The drug is O=C(NC1CCCc2c1cccc2)COC(=O)c1c(=O)[nH]ccc1. The result is 0 (inactive). (6) The compound is O(C(=O)C1CCN(C(c2n(nnn2)C2CCCCC2)c2cc3c([nH]c2=O)cc(cc3)C)CC1)CC. The result is 0 (inactive).